From a dataset of NCI-60 drug combinations with 297,098 pairs across 59 cell lines. Regression. Given two drug SMILES strings and cell line genomic features, predict the synergy score measuring deviation from expected non-interaction effect. (1) Drug 1: C1C(C(OC1N2C=C(C(=O)NC2=O)F)CO)O. Drug 2: C1C(C(OC1N2C=NC(=NC2=O)N)CO)O. Cell line: OVCAR3. Synergy scores: CSS=18.0, Synergy_ZIP=-2.62, Synergy_Bliss=2.11, Synergy_Loewe=5.46, Synergy_HSA=3.49. (2) Cell line: SF-295. Synergy scores: CSS=33.6, Synergy_ZIP=-5.19, Synergy_Bliss=-8.58, Synergy_Loewe=-7.50, Synergy_HSA=-5.69. Drug 2: CC1C(C(CC(O1)OC2CC(CC3=C2C(=C4C(=C3O)C(=O)C5=C(C4=O)C(=CC=C5)OC)O)(C(=O)CO)O)N)O.Cl. Drug 1: C(CC(=O)O)C(=O)CN.Cl. (3) Drug 1: C#CCC(CC1=CN=C2C(=N1)C(=NC(=N2)N)N)C3=CC=C(C=C3)C(=O)NC(CCC(=O)O)C(=O)O. Drug 2: CC1CCCC2(C(O2)CC(NC(=O)CC(C(C(=O)C(C1O)C)(C)C)O)C(=CC3=CSC(=N3)C)C)C. Cell line: HOP-92. Synergy scores: CSS=17.3, Synergy_ZIP=-2.13, Synergy_Bliss=0.429, Synergy_Loewe=-0.984, Synergy_HSA=1.99. (4) Drug 1: CC1C(C(=O)NC(C(=O)N2CCCC2C(=O)N(CC(=O)N(C(C(=O)O1)C(C)C)C)C)C(C)C)NC(=O)C3=C4C(=C(C=C3)C)OC5=C(C(=O)C(=C(C5=N4)C(=O)NC6C(OC(=O)C(N(C(=O)CN(C(=O)C7CCCN7C(=O)C(NC6=O)C(C)C)C)C)C(C)C)C)N)C. Drug 2: CC1=C(N=C(N=C1N)C(CC(=O)N)NCC(C(=O)N)N)C(=O)NC(C(C2=CN=CN2)OC3C(C(C(C(O3)CO)O)O)OC4C(C(C(C(O4)CO)O)OC(=O)N)O)C(=O)NC(C)C(C(C)C(=O)NC(C(C)O)C(=O)NCCC5=NC(=CS5)C6=NC(=CS6)C(=O)NCCC[S+](C)C)O. Cell line: OVCAR3. Synergy scores: CSS=25.7, Synergy_ZIP=-5.48, Synergy_Bliss=-1.57, Synergy_Loewe=-8.67, Synergy_HSA=-0.506. (5) Drug 1: CC1=C(C(=CC=C1)Cl)NC(=O)C2=CN=C(S2)NC3=CC(=NC(=N3)C)N4CCN(CC4)CCO. Drug 2: C1CNP(=O)(OC1)N(CCCl)CCCl. Cell line: HCC-2998. Synergy scores: CSS=10.1, Synergy_ZIP=-7.28, Synergy_Bliss=-7.52, Synergy_Loewe=-2.05, Synergy_HSA=-1.82. (6) Drug 1: CC1=C2C(C(=O)C3(C(CC4C(C3C(C(C2(C)C)(CC1OC(=O)C(C(C5=CC=CC=C5)NC(=O)OC(C)(C)C)O)O)OC(=O)C6=CC=CC=C6)(CO4)OC(=O)C)OC)C)OC. Drug 2: CN(C)N=NC1=C(NC=N1)C(=O)N. Cell line: UACC62. Synergy scores: CSS=37.7, Synergy_ZIP=3.22, Synergy_Bliss=4.01, Synergy_Loewe=-8.58, Synergy_HSA=4.71. (7) Drug 1: CC1=CC2C(CCC3(C2CCC3(C(=O)C)OC(=O)C)C)C4(C1=CC(=O)CC4)C. Drug 2: CC12CCC3C(C1CCC2O)C(CC4=C3C=CC(=C4)O)CCCCCCCCCS(=O)CCCC(C(F)(F)F)(F)F. Cell line: LOX IMVI. Synergy scores: CSS=-0.201, Synergy_ZIP=-1.30, Synergy_Bliss=-4.20, Synergy_Loewe=-3.20, Synergy_HSA=-3.20.